Dataset: Catalyst prediction with 721,799 reactions and 888 catalyst types from USPTO. Task: Predict which catalyst facilitates the given reaction. Reactant: [CH3:1][N:2]([CH3:8])[C@H:3]1[CH2:7][CH2:6][NH:5][CH2:4]1.C(N(CC)CC)C.F[C:17]1[C:18]([C:31]2[CH:36]=[CH:35][CH:34]=[CH:33][CH:32]=2)=[C:19]([CH3:30])[C:20]([C:28]#[N:29])=[C:21]2[C:25]=1[O:24][C:23]([CH2:26][OH:27])=[N:22]2. Product: [CH3:1][N:2]([CH3:8])[C@H:3]1[CH2:7][CH2:6][N:5]([C:17]2[C:18]([C:31]3[CH:36]=[CH:35][CH:34]=[CH:33][CH:32]=3)=[C:19]([CH3:30])[C:20]([C:28]#[N:29])=[C:21]3[C:25]=2[O:24][C:23]([CH2:26][OH:27])=[N:22]3)[CH2:4]1. The catalyst class is: 16.